This data is from Forward reaction prediction with 1.9M reactions from USPTO patents (1976-2016). The task is: Predict the product of the given reaction. (1) Given the reactants [Cl:1][C:2]1[CH:3]=[C:4]([C:9]2([C:29]([F:32])([F:31])[F:30])[O:13][N:12]=[C:11]([C:14]3[CH:19]=[CH:18][C:17]([S:20]CC4C=CC=CC=4)=[C:16]([CH3:28])[CH:15]=3)[CH2:10]2)[CH:5]=[C:6]([Cl:8])[CH:7]=1.[OH2:33].[ClH:34].Cl[O-:36].[Na+], predict the reaction product. The product is: [Cl:1][C:2]1[CH:3]=[C:4]([C:9]2([C:29]([F:32])([F:31])[F:30])[O:13][N:12]=[C:11]([C:14]3[CH:19]=[CH:18][C:17]([S:20]([Cl:34])(=[O:36])=[O:33])=[C:16]([CH3:28])[CH:15]=3)[CH2:10]2)[CH:5]=[C:6]([Cl:8])[CH:7]=1. (2) Given the reactants [F:1][C:2]1[CH:7]=[CH:6][C:5]([C:8]2[C:12]3=[N:13][C:14]([C:17]#[N:18])=[CH:15][CH:16]=[C:11]3[N:10](C3CCCCO3)[C:9]=2[Si](CC)(CC)CC)=[CH:4][CH:3]=1.[B-](F)(F)(F)F.C1C=CN=CC=1.C1C=CN=CC=1.[IH2+:49].FC(F)(F)S(O)(=O)=O.[OH-].[Na+], predict the reaction product. The product is: [F:1][C:2]1[CH:7]=[CH:6][C:5]([C:8]2[C:12]3=[N:13][C:14]([C:17]#[N:18])=[CH:15][CH:16]=[C:11]3[NH:10][C:9]=2[I:49])=[CH:4][CH:3]=1.